Dataset: Forward reaction prediction with 1.9M reactions from USPTO patents (1976-2016). Task: Predict the product of the given reaction. (1) Given the reactants [Cl:1][C:2]1[C:10]2[N:9]=[C:8]([O:11][C:12]3[C:17]([CH3:18])=[CH:16][C:15]([Cl:19])=[CH:14][C:13]=3[Cl:20])[N:7]([CH3:21])[C:6]=2[C:5]([CH:22]([CH2:25][CH3:26])[CH:23]=[CH2:24])=[CH:4][CH:3]=1.[O:27]1CCCC1.O1CCCC1.[OH-].[Na+].OO, predict the reaction product. The product is: [Cl:1][C:2]1[C:10]2[N:9]=[C:8]([O:11][C:12]3[C:17]([CH3:18])=[CH:16][C:15]([Cl:19])=[CH:14][C:13]=3[Cl:20])[N:7]([CH3:21])[C:6]=2[C:5]([CH:22]([CH2:25][CH3:26])[CH2:23][CH2:24][OH:27])=[CH:4][CH:3]=1. (2) Given the reactants [CH3:1][N:2]1[C:6]2=[N:7][C:8]3[C:13]([C:14]([NH:15][C:16]4[CH:21]=[CH:20][C:19]([C:22](=[O:25])[CH2:23][CH3:24])=[CH:18][CH:17]=4)=[C:5]2[C:4]([CH3:26])=[N:3]1)=[CH:12][CH:11]=[CH:10][CH:9]=3.[B-].[Na+], predict the reaction product. The product is: [OH:25][CH:22]([C:19]1[CH:18]=[CH:17][C:16]([NH:15][C:14]2[C:13]3[C:8](=[CH:9][CH:10]=[CH:11][CH:12]=3)[N:7]=[C:6]3[N:2]([CH3:1])[N:3]=[C:4]([CH3:26])[C:5]=23)=[CH:21][CH:20]=1)[CH2:23][CH3:24]. (3) Given the reactants [NH:1]1[CH:5]=[CH:4][C:3]([NH2:6])=[N:2]1.[Cl:7][C:8]1[C:13](F)=[CH:12][CH:11]=[CH:10][N:9]=1.C(=O)([O-])[O-].[K+].[K+], predict the reaction product. The product is: [Cl:7][C:8]1[C:13]([N:1]2[CH:5]=[CH:4][C:3]([NH2:6])=[N:2]2)=[CH:12][CH:11]=[CH:10][N:9]=1. (4) Given the reactants F[C:2]1[CH:20]=[CH:19][C:5]([C:6]([N:8]([CH2:14][C:15]([F:18])([F:17])[F:16])[CH2:9][C:10]([F:13])([F:12])[F:11])=[O:7])=[CH:4][C:3]=1[N+:21]([O-:23])=[O:22].[CH:24]1([CH2:30][NH2:31])[CH2:29][CH2:28][CH2:27][CH2:26][CH2:25]1.CCN(CC)CC, predict the reaction product. The product is: [CH:24]1([CH2:30][NH:31][C:2]2[CH:20]=[CH:19][C:5]([C:6]([N:8]([CH2:14][C:15]([F:17])([F:16])[F:18])[CH2:9][C:10]([F:12])([F:13])[F:11])=[O:7])=[CH:4][C:3]=2[N+:21]([O-:23])=[O:22])[CH2:29][CH2:28][CH2:27][CH2:26][CH2:25]1. (5) Given the reactants [C:1]1(/[CH:7]=[CH:8]/[C:9]([O:11][CH:12]([O:16][C:17]([NH:19][C:20]2([C:23]([OH:25])=[O:24])[CH2:22][CH2:21]2)=[O:18])[CH:13]([CH3:15])[CH3:14])=[O:10])[CH:6]=[CH:5][CH:4]=[CH:3][CH:2]=1.C(OC(=O)C)C, predict the reaction product. The product is: [CH3:14][CH:13]([CH3:15])[CH:12]([O:11][C:9](=[O:10])[CH2:8][CH2:7][C:1]1[CH:2]=[CH:3][CH:4]=[CH:5][CH:6]=1)[O:16][C:17]([NH:19][C:20]1([C:23]([OH:25])=[O:24])[CH2:21][CH2:22]1)=[O:18]. (6) Given the reactants [C:1]([NH:4][C:5]1[S:6][C:7]2[CH:13]=[CH:12][CH:11]=[C:10]([O:14][C:15]3[N:20]=[CH:19][N:18]=[C:17]([C:21]4[CH:26]=[CH:25][C:24]([C:27]([F:30])([F:29])[F:28])=[CH:23][C:22]=4[NH:31][C:32]([C@@H:34]4[CH2:38][CH2:37][C@H:36]([C:39]5[CH:44]=[CH:43][CH:42]=[CH:41][CH:40]=5)[N:35]4C(OC(C)(C)C)=O)=[O:33])[CH:16]=3)[C:8]=2[N:9]=1)(=[O:3])[CH3:2].C(O)(C(F)(F)F)=O, predict the reaction product. The product is: [C:1]([NH:4][C:5]1[S:6][C:7]2[CH:13]=[CH:12][CH:11]=[C:10]([O:14][C:15]3[N:20]=[CH:19][N:18]=[C:17]([C:21]4[CH:26]=[CH:25][C:24]([C:27]([F:28])([F:29])[F:30])=[CH:23][C:22]=4[NH:31][C:32]([C@@H:34]4[CH2:38][CH2:37][C@H:36]([C:39]5[CH:44]=[CH:43][CH:42]=[CH:41][CH:40]=5)[NH:35]4)=[O:33])[CH:16]=3)[C:8]=2[N:9]=1)(=[O:3])[CH3:2].